Dataset: Peptide-MHC class I binding affinity with 185,985 pairs from IEDB/IMGT. Task: Regression. Given a peptide amino acid sequence and an MHC pseudo amino acid sequence, predict their binding affinity value. This is MHC class I binding data. (1) The peptide sequence is GNPVFLAL. The MHC is HLA-A02:02 with pseudo-sequence HLA-A02:02. The binding affinity (normalized) is 0.0930. (2) The peptide sequence is EAYCALLCK. The MHC is HLA-A03:01 with pseudo-sequence HLA-A03:01. The binding affinity (normalized) is 0.0847. (3) The peptide sequence is RELHLSWEVG. The MHC is HLA-B40:02 with pseudo-sequence HLA-B40:02. The binding affinity (normalized) is 0.511. (4) The peptide sequence is TSADLTVEK. The MHC is HLA-A68:01 with pseudo-sequence HLA-A68:01. The binding affinity (normalized) is 0.746. (5) The MHC is HLA-A68:02 with pseudo-sequence HLA-A68:02. The peptide sequence is SQIETGTPF. The binding affinity (normalized) is 0.0847. (6) The peptide sequence is VSSAVPTSW. The MHC is HLA-B15:17 with pseudo-sequence HLA-B15:17. The binding affinity (normalized) is 0.779. (7) The peptide sequence is YGPDVEVNV. The MHC is HLA-A25:01 with pseudo-sequence HLA-A25:01. The binding affinity (normalized) is 0.0847. (8) The peptide sequence is ATTPESANL. The MHC is Mamu-A01 with pseudo-sequence Mamu-A01. The binding affinity (normalized) is 0.797. (9) The peptide sequence is YAARLRPVL. The MHC is H-2-Db with pseudo-sequence H-2-Db. The binding affinity (normalized) is 0.358. (10) The peptide sequence is RRRPVTRPL. The MHC is HLA-A02:16 with pseudo-sequence HLA-A02:16. The binding affinity (normalized) is 0.0847.